Dataset: Peptide-MHC class I binding affinity with 185,985 pairs from IEDB/IMGT. Task: Regression. Given a peptide amino acid sequence and an MHC pseudo amino acid sequence, predict their binding affinity value. This is MHC class I binding data. The MHC is HLA-A02:12 with pseudo-sequence HLA-A02:12. The peptide sequence is KNNFWFWEY. The binding affinity (normalized) is 0.0847.